Dataset: Full USPTO retrosynthesis dataset with 1.9M reactions from patents (1976-2016). Task: Predict the reactants needed to synthesize the given product. Given the product [Br:1][C:2]1[CH:3]=[C:4]([CH:8]2[NH:12][C:11](=[O:13])[CH2:10][CH2:9]2)[CH:5]=[N:6][CH:7]=1.[Br:1][C:2]1[CH:3]=[C:4]([CH:8]2[N:12]([CH3:16])[C:11](=[O:13])[CH2:10][CH2:9]2)[CH:5]=[N:6][CH:7]=1, predict the reactants needed to synthesize it. The reactants are: [Br:1][C:2]1[CH:3]=[C:4]([CH:8]2[NH:12][C:11](=[O:13])[CH2:10][CH2:9]2)[CH:5]=[N:6][CH:7]=1.[H-].[Na+].[CH3:16]I.